Predict which catalyst facilitates the given reaction. From a dataset of Catalyst prediction with 721,799 reactions and 888 catalyst types from USPTO. (1) Reactant: [Br:1][C:2]1[C:11]2[C:6](=[CH:7][C:8]([C:12]3[S:16][C:15]4[CH:17]=[CH:18][CH:19]=[CH:20][C:14]=4[C:13]=3[C:21](=[O:29])[CH2:22][C:23]3[CH:28]=[CH:27][CH:26]=[CH:25][CH:24]=3)=[CH:9][CH:10]=2)[CH:5]=[CH:4][C:3]=1[O:30][CH2:31][C:32]#[N:33].[N-:34]=[N+:35]=[N-:36].[Na+].[Cl-].[NH4+].CN(C=O)C.Cl. Product: [Br:1][C:2]1[C:3]([O:30][CH2:31][C:32]2[NH:36][N:35]=[N:34][N:33]=2)=[CH:4][CH:5]=[C:6]2[C:11]=1[CH:10]=[CH:9][C:8]([C:12]1[S:16][C:15]3[CH:17]=[CH:18][CH:19]=[CH:20][C:14]=3[C:13]=1[C:21](=[O:29])[CH2:22][C:23]1[CH:24]=[CH:25][CH:26]=[CH:27][CH:28]=1)=[CH:7]2. The catalyst class is: 6. (2) Reactant: [OH:1][C:2]1[CH:7]=[CH:6][C:5]([C:8]([C:10]2[CH:15]=[CH:14][CH:13]=[CH:12][C:11]=2[SH:16])=O)=[CH:4][CH:3]=1.C([SiH](CC)CC)C.C(O)(C(F)(F)F)=O.O. Product: [SH:16][C:11]1[CH:12]=[CH:13][CH:14]=[CH:15][C:10]=1[CH2:8][C:5]1[CH:4]=[CH:3][C:2]([OH:1])=[CH:7][CH:6]=1. The catalyst class is: 195. (3) Reactant: [CH2:1]([S:8]([NH:11][C:12]([C:14]1([NH:30][C:31]([O:33][C:34]([CH3:37])([CH3:36])[CH3:35])=[O:32])[CH2:19][CH2:18][N:17](C(OCC2C=CC=CC=2)=O)[CH2:16][CH2:15]1)=[O:13])(=[O:10])=[O:9])[C:2]1[CH:7]=[CH:6][CH:5]=[CH:4][CH:3]=1.C([O-])=O.[NH4+]. Product: [CH2:1]([S:8]([NH:11][C:12]([C:14]1([NH:30][C:31](=[O:32])[O:33][C:34]([CH3:36])([CH3:35])[CH3:37])[CH2:19][CH2:18][NH:17][CH2:16][CH2:15]1)=[O:13])(=[O:10])=[O:9])[C:2]1[CH:3]=[CH:4][CH:5]=[CH:6][CH:7]=1. The catalyst class is: 105. (4) Reactant: Cl[C:2]1[CH:11]=[N:10][C:9]2[C:4](=[CH:5][CH:6]=[CH:7][CH:8]=2)[N:3]=1.[C:12]([O:16][C:17]([N:19]1[CH2:24][CH2:23][NH:22][CH2:21][CH2:20]1)=[O:18])([CH3:15])([CH3:14])[CH3:13].C(=O)([O-])[O-].[K+].[K+].[I-].[K+]. Product: [C:12]([O:16][C:17]([N:19]1[CH2:24][CH2:23][N:22]([C:2]2[CH:11]=[N:10][C:9]3[C:4](=[CH:5][CH:6]=[CH:7][CH:8]=3)[N:3]=2)[CH2:21][CH2:20]1)=[O:18])([CH3:15])([CH3:13])[CH3:14]. The catalyst class is: 93. (5) Reactant: [CH3:1][O:2][C:3]1[CH:11]=[C:10]2[C:6]([C:7](=[O:12])[CH2:8][CH2:9]2)=[CH:5][C:4]=1[C:13]([NH2:15])=[O:14].C([O:20][N:21]=O)CCC.Cl. Product: [OH:20][N:21]=[C:8]1[C:7](=[O:12])[C:6]2[C:10](=[CH:11][C:3]([O:2][CH3:1])=[C:4]([C:13]([NH2:15])=[O:14])[CH:5]=2)[CH2:9]1. The catalyst class is: 5. (6) Reactant: [Cl:1][C:2]1[CH:10]=[C:9]2[C:5]([C:6]([C:11]([O:13]C)=[O:12])=[CH:7][NH:8]2)=[CH:4][C:3]=1[C:15]1[CH:20]=[CH:19][C:18]([C:21]([CH3:25])([CH3:24])[CH2:22][OH:23])=[C:17]([O:26][CH3:27])[CH:16]=1.[OH-].[Na+]. Product: [Cl:1][C:2]1[CH:10]=[C:9]2[C:5]([C:6]([C:11]([OH:13])=[O:12])=[CH:7][NH:8]2)=[CH:4][C:3]=1[C:15]1[CH:20]=[CH:19][C:18]([C:21]([CH3:25])([CH3:24])[CH2:22][OH:23])=[C:17]([O:26][CH3:27])[CH:16]=1. The catalyst class is: 5.